From a dataset of Reaction yield outcomes from USPTO patents with 853,638 reactions. Predict the reaction yield, written as a fraction of the theoretical maximum amount of product (1.0 means a 100% yield; for example, 0.34 means a 34% yield). (1) The reactants are [CH2:1]([O:8][C:9]1[CH:14]=[CH:13][C:12]([C:15]2[NH:29][C:18]3=[N:19][CH:20]=[C:21]([CH:23]4[CH2:28][CH2:27][NH:26][CH2:25][CH2:24]4)[CH:22]=[C:17]3[N:16]=2)=[CH:11][CH:10]=1)[C:2]1[CH:7]=[CH:6][CH:5]=[CH:4][CH:3]=1.CCN(C(C)C)C(C)C.[CH3:39][S:40](Cl)(=[O:42])=[O:41].O. The catalyst is C(Cl)Cl. The product is [CH2:1]([O:8][C:9]1[CH:10]=[CH:11][C:12]([C:15]2[NH:29][C:18]3=[N:19][CH:20]=[C:21]([CH:23]4[CH2:28][CH2:27][N:26]([S:40]([CH3:39])(=[O:42])=[O:41])[CH2:25][CH2:24]4)[CH:22]=[C:17]3[N:16]=2)=[CH:13][CH:14]=1)[C:2]1[CH:3]=[CH:4][CH:5]=[CH:6][CH:7]=1. The yield is 0.250. (2) The reactants are [OH:1][C:2]1[CH:9]=[C:8]([OH:10])[CH:7]=[C:6]([CH3:11])[C:3]=1[CH:4]=[O:5].[O:12]1[CH:17]=[CH:16][CH2:15][CH2:14][CH2:13]1. The catalyst is C(Cl)Cl.O.C1(C)C=CC(S([O-])(=O)=O)=CC=1.[NH+]1C=CC=CC=1. The product is [OH:1][C:2]1[CH:9]=[C:8]([O:10][CH:13]2[CH2:14][CH2:15][CH2:16][CH2:17][O:12]2)[CH:7]=[C:6]([CH3:11])[C:3]=1[CH:4]=[O:5]. The yield is 0.700.